From a dataset of Full USPTO retrosynthesis dataset with 1.9M reactions from patents (1976-2016). Predict the reactants needed to synthesize the given product. Given the product [Cl:28][C:29]1[CH:30]=[C:31]2[C:35](=[CH:36][CH:37]=1)[N:34]([CH2:38][C:39]([O:41][CH2:42][CH3:43])=[O:40])[C:33](=[O:44])[CH:32]2[C:45]1[C:46]([OH:54])=[CH:47][C:48]2[O:52][CH2:51][CH2:50][C:49]=2[CH:53]=1, predict the reactants needed to synthesize it. The reactants are: BrC1C=CC=C2C=1C(O)(C1C(O)=CC3OCOC=3C=1)C(=O)N2CCCCC.[Cl:28][C:29]1[CH:30]=[C:31]2[C:35](=[CH:36][CH:37]=1)[N:34]([CH2:38][C:39]([O:41][CH2:42][CH3:43])=[O:40])[C:33](=[O:44])[C:32]2(O)[C:45]1[C:46]([OH:54])=[CH:47][C:48]2[O:52][CH2:51][CH2:50][C:49]=2[CH:53]=1.